Dataset: Forward reaction prediction with 1.9M reactions from USPTO patents (1976-2016). Task: Predict the product of the given reaction. (1) Given the reactants Br[C:2]1[S:10][C:9]2[C:8]([N:11]3[CH2:16][CH2:15][N:14]([C:17]([O:19][C:20]([CH3:23])([CH3:22])[CH3:21])=[O:18])[C:13]([CH3:25])([CH3:24])[CH2:12]3)=[N:7][CH:6]=[N:5][C:4]=2[CH:3]=1.[F:26][C:27]1([F:33])[CH2:32][CH2:31][NH:30][CH2:29][CH2:28]1.C1(C2C3C(=CC=CC=3)C=CC=2P(C2C=CC=CC=2)C2C=CC=CC=2)C2C(=CC=CC=2)C=CC=1P(C1C=CC=CC=1)C1C=CC=CC=1.C(=O)([O-])[O-].[Cs+].[Cs+], predict the reaction product. The product is: [F:26][C:27]1([F:33])[CH2:32][CH2:31][N:30]([C:2]2[S:10][C:9]3[C:8]([N:11]4[CH2:16][CH2:15][N:14]([C:17]([O:19][C:20]([CH3:23])([CH3:22])[CH3:21])=[O:18])[C:13]([CH3:25])([CH3:24])[CH2:12]4)=[N:7][CH:6]=[N:5][C:4]=3[CH:3]=2)[CH2:29][CH2:28]1. (2) Given the reactants [CH3:1][O:2][C:3]1[CH:4]=[C:5]2[C:10](=[CH:11][C:12]=1[O:13][CH3:14])[N:9]=[CH:8][N:7]=[C:6]2[O:15][C:16]1[CH:22]=[CH:21][C:19]([NH2:20])=[C:18]([O:23][CH3:24])[CH:17]=1.C(N(CC)CC)C.ClC(Cl)(O[C:36](=[O:42])OC(Cl)(Cl)Cl)Cl.[CH2:44]([N:48]([CH2:52][CH2:53][CH2:54][CH3:55])[CH2:49][CH2:50][NH2:51])[CH2:45][CH2:46][CH3:47], predict the reaction product. The product is: [CH2:44]([N:48]([CH2:52][CH2:53][CH2:54][CH3:55])[CH2:49][CH2:50][NH:51][C:36]([NH:20][C:19]1[CH:21]=[CH:22][C:16]([O:15][C:6]2[C:5]3[C:10](=[CH:11][C:12]([O:13][CH3:14])=[C:3]([O:2][CH3:1])[CH:4]=3)[N:9]=[CH:8][N:7]=2)=[CH:17][C:18]=1[O:23][CH3:24])=[O:42])[CH2:45][CH2:46][CH3:47]. (3) Given the reactants [P:1]([O:8]CC)([O:5][CH2:6][CH3:7])[O:2][CH2:3][CH3:4].Br[CH2:12][C:13]([O:15][C:16]([CH3:19])([CH3:18])[CH3:17])=[O:14], predict the reaction product. The product is: [C:16]([O:15][C:13](=[O:14])[CH2:12][P:1]([O:2][CH2:3][CH3:4])([O:5][CH2:6][CH3:7])=[O:8])([CH3:19])([CH3:18])[CH3:17].